This data is from Forward reaction prediction with 1.9M reactions from USPTO patents (1976-2016). The task is: Predict the product of the given reaction. (1) Given the reactants [NH2:1][C@@H:2]1[CH2:7][CH2:6][CH2:5][CH2:4][C@@H:3]1[NH2:8].F[C:10]1[CH:11]=[CH:12][C:13]2[C:19](=[O:20])[C:18]3[CH:21]=[CH:22][CH:23]=[CH:24][C:17]=3[CH2:16][O:15][C:14]=2[CH:25]=1, predict the reaction product. The product is: [NH2:1][C@H:2]1[CH2:7][CH2:6][CH2:5][CH2:4][C@H:3]1[NH:8][C:10]1[CH:11]=[CH:12][C:13]2[C:19](=[O:20])[C:18]3[CH:21]=[CH:22][CH:23]=[CH:24][C:17]=3[CH2:16][O:15][C:14]=2[CH:25]=1. (2) Given the reactants [C:1]1([CH2:7][O:8][C:9]2[CH:10]=[C:11]3[C:15](=[CH:16][CH:17]=2)[N:14]([S:18]([C:21]2[CH:26]=[CH:25][CH:24]=[CH:23][CH:22]=2)(=[O:20])=[O:19])[CH:13]=[CH:12]3)[CH:6]=[CH:5][CH:4]=[CH:3][CH:2]=1.[Li][CH2:28]CCC.CI, predict the reaction product. The product is: [CH3:28][C:13]1[N:14]([S:18]([C:21]2[CH:26]=[CH:25][CH:24]=[CH:23][CH:22]=2)(=[O:20])=[O:19])[C:15]2[C:11]([CH:12]=1)=[CH:10][C:9]([O:8][CH2:7][C:1]1[CH:2]=[CH:3][CH:4]=[CH:5][CH:6]=1)=[CH:17][CH:16]=2. (3) The product is: [NH2:40][CH:36]([CH2:35][C:30]1[CH:31]=[CH:32][CH:33]=[CH:34][C:29]=1[O:28][CH2:27][CH2:26][CH2:25][CH2:24][CH2:23][O:22][C:20]1[CH:19]=[CH:18][CH:17]=[C:16]([C:13]2[CH:12]=[CH:11][C:10]([C:8]3[CH:7]=[CH:6][C:5]4[O:1][CH2:2][O:3][C:4]=4[CH:9]=3)=[CH:15][CH:14]=2)[N:21]=1)[C:37]([OH:39])=[O:38]. Given the reactants [O:1]1[C:5]2[CH:6]=[CH:7][C:8]([C:10]3[CH:15]=[CH:14][C:13]([C:16]4[N:21]=[C:20]([O:22][CH2:23][CH2:24][CH2:25][CH2:26][CH2:27][O:28][C:29]5[CH:34]=[CH:33][CH:32]=[CH:31][C:30]=5[CH2:35][CH:36]([NH:40]C(OC(C)(C)C)=O)[C:37]([OH:39])=[O:38])[CH:19]=[CH:18][CH:17]=4)=[CH:12][CH:11]=3)=[CH:9][C:4]=2[O:3][CH2:2]1.FC(F)(F)C(O)=O, predict the reaction product. (4) Given the reactants [CH2:1]([O:8][C:9]([N:11]1[CH2:14][C:13](CO)([C:15]([OH:17])=O)[CH2:12]1)=[O:10])[C:2]1[CH:7]=[CH:6][CH:5]=[CH:4][CH:3]=1.[CH3:20][S:21](Cl)(=[O:23])=[O:22], predict the reaction product. The product is: [CH2:1]([O:8][C:9]([N:11]1[CH2:14][CH:13]([CH2:15][O:17][S:21]([CH3:20])(=[O:23])=[O:22])[CH2:12]1)=[O:10])[C:2]1[CH:7]=[CH:6][CH:5]=[CH:4][CH:3]=1. (5) Given the reactants [Br:1][C:2]1[CH:3]=[C:4]([C:14]([O:16][CH2:17][CH3:18])=[O:15])[C:5]2[CH:10]=[N:9][N:8]([CH:11]([CH3:13])[CH3:12])[C:6]=2[N:7]=1.[Br:19]Br, predict the reaction product. The product is: [Br:19][C:10]1[C:5]2[C:4]([C:14]([O:16][CH2:17][CH3:18])=[O:15])=[CH:3][C:2]([Br:1])=[N:7][C:6]=2[N:8]([CH:11]([CH3:13])[CH3:12])[N:9]=1. (6) Given the reactants [C:1]([O:5][C:6]([N:8]1[CH2:13][CH2:12][N:11]([CH2:14][C:15]2[C:20]([C:21]([F:24])([F:23])[F:22])=[CH:19][C:18]([C:25]([O:27]CC)=[O:26])=[C:17]([NH2:30])[C:16]=2[F:31])[CH2:10][CH2:9]1)=[O:7])([CH3:4])([CH3:3])[CH3:2].NC1C(Cl)=C(C=O)C(C(F)(F)F)=CC=1C(O)=O, predict the reaction product. The product is: [C:1]([O:5][C:6]([N:8]1[CH2:13][CH2:12][N:11]([CH2:14][C:15]2[C:20]([C:21]([F:22])([F:24])[F:23])=[CH:19][C:18]([C:25]([OH:27])=[O:26])=[C:17]([NH2:30])[C:16]=2[F:31])[CH2:10][CH2:9]1)=[O:7])([CH3:4])([CH3:2])[CH3:3].